This data is from Full USPTO retrosynthesis dataset with 1.9M reactions from patents (1976-2016). The task is: Predict the reactants needed to synthesize the given product. (1) Given the product [F:36][C:27]1[CH:28]=[C:29]([C:32]([F:33])([F:34])[F:35])[CH:30]=[CH:31][C:26]=1[C@@H:18]1[C:11]2[C:12]([CH:15]([CH3:17])[CH3:16])=[N:13][C:14]3[C@@H:5]([OH:4])[C:6]([CH3:45])([CH3:46])[CH2:7][C@H:8]([OH:37])[C:9]=3[C:10]=2[C:20]2([CH2:21][CH2:22][O:23][CH2:24][CH2:25]2)[O:19]1, predict the reactants needed to synthesize it. The reactants are: C([O:4][C@@H:5]1[C:14]2[N:13]=[C:12]([CH:15]([CH3:17])[CH3:16])[C:11]3[C@@H:18]([C:26]4[CH:31]=[CH:30][C:29]([C:32]([F:35])([F:34])[F:33])=[CH:28][C:27]=4[F:36])[O:19][C:20]4([CH2:25][CH2:24][O:23][CH2:22][CH2:21]4)[C:10]=3[C:9]=2[C@@H:8]([O:37][Si](C(C)(C)C)(C)C)[CH2:7][C:6]1([CH3:46])[CH3:45])(=O)C.C(=O)([O-])[O-].[K+].[K+]. (2) Given the product [C:2]([C:3]1[S:23][C:24](=[NH:25])[N:15]([CH2:16][CH2:17][S:18]([NH2:21])(=[O:20])=[O:19])[CH:4]=1)([CH3:7])([CH3:6])[CH3:1], predict the reactants needed to synthesize it. The reactants are: [CH3:1][C:2]([CH3:7])([CH3:6])[CH2:3][CH:4]=O.C(N(CC)CC)C.[NH2:15][CH2:16][CH2:17][S:18]([NH2:21])(=[O:20])=[O:19].Cl.[S-:23][C:24]#[N:25].[K+].II.S(S([O-])=O)([O-])(=O)=O.[Na+].[Na+]. (3) Given the product [NH2:17][C:18]1[N:22]([C:23]2[CH:24]=[CH:25][C:26]([Cl:29])=[CH:27][CH:28]=2)[N:21]=[CH:20][C:19]=1[N:32]=[N:9][C:6]1[CH:5]=[CH:4][C:3]([S:1]([OH:11])(=[O:10])=[O:2])=[CH:8][CH:7]=1, predict the reactants needed to synthesize it. The reactants are: [S:1]([OH:11])(=[O:10])([C:3]1[CH:8]=[CH:7][C:6]([NH2:9])=[CH:5][CH:4]=1)=[O:2].C([O-])(=O)C.[Na+].[NH2:17][C:18]1[N:22]([C:23]2[CH:28]=[CH:27][C:26]([Cl:29])=[CH:25][CH:24]=2)[N:21]=[CH:20][CH:19]=1.C([N:32](CC)CC)C.Cl. (4) Given the product [NH2:1][C:2]1[N:3]=[CH:4][C:5]2[CH:11]=[C:10]([C:12]3[CH:13]=[CH:14][C:15]([F:49])=[C:16]([NH:18][C:19]([NH:20][C:21]4[N:25]([CH2:26][CH2:27][N:28]5[CH2:29][CH2:30][NH:31][CH2:32][CH2:33]5)[N:24]=[C:23]([C:44]([CH3:45])([CH3:46])[CH3:47])[CH:22]=4)=[O:48])[CH:17]=3)[C:9](=[O:50])[N:8]([CH3:51])[C:6]=2[N:7]=1, predict the reactants needed to synthesize it. The reactants are: [NH2:1][C:2]1[N:3]=[CH:4][C:5]2[CH:11]=[C:10]([C:12]3[CH:13]=[CH:14][C:15]([F:49])=[C:16]([NH:18][C:19](=[O:48])[NH:20][C:21]4[N:25]([CH2:26][CH2:27][N:28]5[CH2:33][CH2:32][N:31](C(OCC6C=CC=CC=6)=O)[CH2:30][CH2:29]5)[N:24]=[C:23]([C:44]([CH3:47])([CH3:46])[CH3:45])[CH:22]=4)[CH:17]=3)[C:9](=[O:50])[N:8]([CH3:51])[C:6]=2[N:7]=1. (5) Given the product [ClH:1].[CH3:22][O:24][C:18](=[NH:19])[C:17]1[CH:20]=[CH:21][C:14]([CH2:13][N:4]2[C:3](=[O:2])[C:11]3[C:6](=[CH:7][CH:8]=[CH:9][CH:10]=3)[C:5]2=[O:12])=[CH:15][CH:16]=1, predict the reactants needed to synthesize it. The reactants are: [ClH:1].[O:2]=[C:3]1[C:11]2[C:6](=[CH:7][CH:8]=[CH:9][CH:10]=2)[C:5](=[O:12])[N:4]1[CH2:13][C:14]1[CH:21]=[CH:20][C:17]([C:18]#[N:19])=[CH:16][CH:15]=1.[CH2:22]([O:24]CC)C. (6) Given the product [Br:1][C:2]1[N:3]=[C:4]([CH2:16][CH3:17])[C:5]([NH:10][C@@H:11]([CH2:12][O:13][CH3:18])[CH2:14][CH3:15])=[N:6][C:7]=1[CH2:8][CH3:9], predict the reactants needed to synthesize it. The reactants are: [Br:1][C:2]1[N:3]=[C:4]([CH2:16][CH3:17])[C:5]([NH:10][C@H:11]([CH2:14][CH3:15])[CH2:12][OH:13])=[N:6][C:7]=1[CH2:8][CH3:9].[C:18](OCC)(=O)C. (7) Given the product [OH:13][C:14]1[CH:21]=[CH:20][C:17]([CH:18]=[CH:1][C:2](=[O:7])[CH2:3][C:4](=[O:6])[CH3:5])=[C:16]([O:22][CH3:23])[CH:15]=1, predict the reactants needed to synthesize it. The reactants are: [CH3:1][C:2](=[O:7])[CH2:3][C:4](=[O:6])[CH3:5].B(OB=O)=O.[OH:13][C:14]1[CH:21]=[CH:20][C:17]([CH:18]=O)=[C:16]([O:22][CH3:23])[CH:15]=1.C(OC)(OC)OC.C(N)CCC.Cl. (8) Given the product [F:27][C:25]1[CH:24]=[CH:23][C:21]2[S:22][C:18]([S:15]([NH:14][C:11]3[CH:12]=[CH:13][C:8]([C:5]4[S:6][CH:7]=[C:3]([CH3:2])[N:4]=4)=[CH:9][C:10]=3[S:29]([CH3:32])(=[O:31])=[O:30])(=[O:16])=[O:17])=[C:19]([CH3:28])[C:20]=2[CH:26]=1, predict the reactants needed to synthesize it. The reactants are: Cl[CH2:2][C:3]1[N:4]=[C:5]([C:8]2[CH:13]=[CH:12][C:11]([NH:14][S:15]([C:18]3[S:22][C:21]4[CH:23]=[CH:24][C:25]([F:27])=[CH:26][C:20]=4[C:19]=3[CH3:28])(=[O:17])=[O:16])=[C:10]([S:29]([CH3:32])(=[O:31])=[O:30])[CH:9]=2)[S:6][CH:7]=1.[I-].[Na+]. (9) Given the product [OH:11][CH2:10][C:4]([CH2:3][O:2][CH3:1])([C:15]([CH3:16])([CH3:17])[CH:18]([CH3:20])[CH3:19])[CH2:5][OH:6], predict the reactants needed to synthesize it. The reactants are: [CH3:1][O:2][CH2:3][C:4]([C:15]([CH:18]([CH3:20])[CH3:19])([CH3:17])[CH3:16])([C:10](OCC)=[O:11])[C:5](OCC)=[O:6].[H-].[Al+3].[Li+].[H-].[H-].[H-].[OH-].[Na+].S([O-])([O-])(=O)=O.[Na+].[Na+]. (10) Given the product [ClH:1].[Cl:1][C:2]1[CH:7]=[CH:6][C:5]([C@H:8]([NH2:11])[CH2:9][CH3:10])=[C:4]([F:18])[C:3]=1[O:19][C:20]1[N:21]=[N:22][CH:23]=[CH:24][CH:25]=1, predict the reactants needed to synthesize it. The reactants are: [Cl:1][C:2]1[CH:7]=[CH:6][C:5]([C@H:8]([NH:11][S@@](C(C)(C)C)=O)[CH2:9][CH3:10])=[C:4]([F:18])[C:3]=1[O:19][C:20]1[N:21]=[N:22][CH:23]=[CH:24][CH:25]=1.Cl.